From a dataset of Catalyst prediction with 721,799 reactions and 888 catalyst types from USPTO. Predict which catalyst facilitates the given reaction. The catalyst class is: 5. Reactant: [CH2:1]1[C:6]2[C:7]3[CH:13]=[CH:12][C:11]([N:14]4[CH:19]=[CH:18][C:17]([O:20][CH2:21][C:22]5[CH:23]=[N:24][C:25]([C:28]([F:31])([F:30])[F:29])=[CH:26][CH:27]=5)=[CH:16][C:15]4=[O:32])=[CH:10][C:8]=3[O:9][C:5]=2[CH2:4][CH2:3][NH:2]1.[ClH:33].CCOCC. Product: [ClH:33].[CH2:1]1[C:6]2[C:7]3[CH:13]=[CH:12][C:11]([N:14]4[CH:19]=[CH:18][C:17]([O:20][CH2:21][C:22]5[CH:23]=[N:24][C:25]([C:28]([F:29])([F:30])[F:31])=[CH:26][CH:27]=5)=[CH:16][C:15]4=[O:32])=[CH:10][C:8]=3[O:9][C:5]=2[CH2:4][CH2:3][NH:2]1.